From a dataset of Catalyst prediction with 721,799 reactions and 888 catalyst types from USPTO. Predict which catalyst facilitates the given reaction. (1) The catalyst class is: 111. Reactant: [OH-].[Na+].[CH3:3][C:4]1[O:8][N:7]=[C:6]([C:9]2[N:14]=[CH:13][C:12]([O:15][C:16]3[CH:17]=[CH:18][C:19]([N+:26]([O-:28])=[O:27])=[C:20]([CH:25]=3)[C:21]([O:23]C)=[O:22])=[CH:11][CH:10]=2)[N:5]=1.C(O)(=O)CC(CC(O)=O)(C(O)=O)O. Product: [CH3:3][C:4]1[O:8][N:7]=[C:6]([C:9]2[N:14]=[CH:13][C:12]([O:15][C:16]3[CH:17]=[CH:18][C:19]([N+:26]([O-:28])=[O:27])=[C:20]([CH:25]=3)[C:21]([OH:23])=[O:22])=[CH:11][CH:10]=2)[N:5]=1. (2) Reactant: [NH2:1][C:2]1[CH:3]=[CH:4][C:5]([Cl:9])=[C:6]([OH:8])[CH:7]=1.[C:10](O[C:10]([O:12][C:13]([CH3:16])([CH3:15])[CH3:14])=[O:11])([O:12][C:13]([CH3:16])([CH3:15])[CH3:14])=[O:11]. Product: [Cl:9][C:5]1[CH:4]=[CH:3][C:2]([NH:1][C:10](=[O:11])[O:12][C:13]([CH3:16])([CH3:15])[CH3:14])=[CH:7][C:6]=1[OH:8]. The catalyst class is: 49.